This data is from Full USPTO retrosynthesis dataset with 1.9M reactions from patents (1976-2016). The task is: Predict the reactants needed to synthesize the given product. Given the product [CH:1]1([N:4]2[C:12]3[C:7](=[CH:8][CH:9]=[C:10]([C:26]4[CH:27]=[N:28][C:29]([CH:32]5[CH2:34][CH2:33]5)=[N:30][CH:31]=4)[CH:11]=3)[C:6]([CH3:22])([CH3:23])[C:5]2=[O:24])[CH2:2][CH2:3]1, predict the reactants needed to synthesize it. The reactants are: [CH:1]1([N:4]2[C:12]3[C:7](=[CH:8][CH:9]=[C:10](B4OC(C)(C)C(C)(C)O4)[CH:11]=3)[C:6]([CH3:23])([CH3:22])[C:5]2=[O:24])[CH2:3][CH2:2]1.Br[C:26]1[CH:27]=[N:28][C:29]([CH:32]2[CH2:34][CH2:33]2)=[N:30][CH:31]=1.